The task is: Regression/Classification. Given a drug SMILES string, predict its absorption, distribution, metabolism, or excretion properties. Task type varies by dataset: regression for continuous measurements (e.g., permeability, clearance, half-life) or binary classification for categorical outcomes (e.g., BBB penetration, CYP inhibition). Dataset: cyp2c19_veith.. This data is from CYP2C19 inhibition data for predicting drug metabolism from PubChem BioAssay. The drug is COCC(=O)N1CCC2(CCN(Cc3ccc(C#N)cc3)CC2)CC1. The result is 0 (non-inhibitor).